Dataset: Catalyst prediction with 721,799 reactions and 888 catalyst types from USPTO. Task: Predict which catalyst facilitates the given reaction. (1) Reactant: Cl.[CH2:2]([C:4]1[S:24][C:7]2[N:8]=[C:9]([S:18][CH2:19][C:20]([O:22][CH3:23])=[O:21])[N:10]=[C:11]([N:12]3[CH2:17][CH2:16][NH:15][CH2:14][CH2:13]3)[C:6]=2[CH:5]=1)[CH3:3].C(N(C(C)C)CC)(C)C.[F:34][C:35]([F:46])([F:45])[C:36]1[CH:44]=[CH:43][C:39]([C:40](Cl)=[O:41])=[CH:38][CH:37]=1. Product: [CH2:2]([C:4]1[S:24][C:7]2[N:8]=[C:9]([S:18][CH2:19][C:20]([O:22][CH3:23])=[O:21])[N:10]=[C:11]([N:12]3[CH2:17][CH2:16][N:15]([C:40](=[O:41])[C:39]4[CH:43]=[CH:44][C:36]([C:35]([F:34])([F:45])[F:46])=[CH:37][CH:38]=4)[CH2:14][CH2:13]3)[C:6]=2[CH:5]=1)[CH3:3]. The catalyst class is: 3. (2) Reactant: [CH3:1][C:2]1[CH:11]=[CH:10][C:9]2[C:4](=[CH:5][CH:6]=[CH:7][CH:8]=2)[N:3]=1.[In].[Cl-].[NH4+].C(O)C. Product: [CH3:1][CH:2]1[CH2:11][CH2:10][C:9]2[C:4](=[CH:5][CH:6]=[CH:7][CH:8]=2)[NH:3]1. The catalyst class is: 6. (3) The catalyst class is: 6. Reactant: O[CH:2]([C:4]1[CH:9]=[CH:8][C:7]([CH2:10][C:11]2[CH:16]=[CH:15][C:14]([CH:17](O)[CH3:18])=[CH:13][CH:12]=2)=[CH:6][CH:5]=1)[CH3:3].C(C1C=C(O)C(=CC=1)O)(C)(C)C.C1(C)C=CC(S(O)(=O)=O)=CC=1.CC1C=CC=CC=1C. Product: [CH:17]([C:14]1[CH:15]=[CH:16][C:11]([CH2:10][C:7]2[CH:6]=[CH:5][C:4]([CH:2]=[CH2:3])=[CH:9][CH:8]=2)=[CH:12][CH:13]=1)=[CH2:18]. (4) Reactant: [C:1]1(B(O)O)[CH:6]=[CH:5][CH:4]=[CH:3][CH:2]=1.[OH:10][C:11]1[CH:12]=[C:13]2[C:18](=[CH:19][CH:20]=1)[CH:17]=[C:16]([C:21]([NH:23][C@H:24]([C:32]([O:34][CH3:35])=[O:33])[CH2:25][C:26]1[CH:31]=[CH:30][CH:29]=[CH:28][CH:27]=1)=[O:22])[CH:15]=[CH:14]2.C(N(CC)CC)C. Product: [O:10]([C:11]1[CH:12]=[C:13]2[C:18](=[CH:19][CH:20]=1)[CH:17]=[C:16]([C:21]([NH:23][C@H:24]([C:32]([O:34][CH3:35])=[O:33])[CH2:25][C:26]1[CH:27]=[CH:28][CH:29]=[CH:30][CH:31]=1)=[O:22])[CH:15]=[CH:14]2)[C:1]1[CH:6]=[CH:5][CH:4]=[CH:3][CH:2]=1. The catalyst class is: 221. (5) Reactant: [C:1]([NH:4][CH2:5][CH2:6][SH:7])(=[O:3])[CH3:2].C1CCN2C(=NCCC2)CC1.[CH3:19][C@H:20]1[CH2:25][O:24][CH2:23][CH2:22][N:21]1[C:26]1[CH:31]=[C:30]([CH2:32]OS(C)(=O)=O)[N:29]=[C:28]([C:38]2[CH:43]=[CH:42][C:41]([NH:44][C:45]([NH:47][C:48]3[CH:53]=[CH:52][CH:51]=[CH:50][CH:49]=3)=[O:46])=[CH:40][CH:39]=2)[N:27]=1. Product: [CH3:19][C@H:20]1[CH2:25][O:24][CH2:23][CH2:22][N:21]1[C:26]1[N:27]=[C:28]([C:38]2[CH:39]=[CH:40][C:41]([NH:44][C:45](=[O:46])[NH:47][C:48]3[CH:49]=[CH:50][CH:51]=[CH:52][CH:53]=3)=[CH:42][CH:43]=2)[N:29]=[C:30]([CH2:32][S:7][CH2:6][CH2:5][NH:4][C:1](=[O:3])[CH3:2])[CH:31]=1. The catalyst class is: 10. (6) Reactant: [C:1]([C:3]1[CH:4]=[C:5]([C:17]2[N:22]=[CH:21][N:20]=[C:19]([NH:23][C:24]3[CH:25]=[N:26][N:27]([CH:29]4[CH2:34][CH2:33][N:32](C(OC(C)(C)C)=O)[CH2:31][CH2:30]4)[CH:28]=3)[N:18]=2)[CH:6]=[CH:7][C:8]=1[O:9][C@H:10]1[CH2:15][CH2:14][CH2:13][CH2:12][C@H:11]1[F:16])#[N:2].FC(F)(F)C(O)=O. Product: [F:16][C@@H:11]1[CH2:12][CH2:13][CH2:14][CH2:15][C@@H:10]1[O:9][C:8]1[CH:7]=[CH:6][C:5]([C:17]2[N:18]=[C:19]([NH:23][C:24]3[CH:25]=[N:26][N:27]([CH:29]4[CH2:30][CH2:31][NH:32][CH2:33][CH2:34]4)[CH:28]=3)[N:20]=[CH:21][N:22]=2)=[CH:4][C:3]=1[C:1]#[N:2]. The catalyst class is: 4. (7) Reactant: O[O:2][S:3]([O-:5])=O.[K+].[F:7][C:8]1[C:9]2[O:34][N:33]=[C:32]([C:35]3[CH:40]=[CH:39][N:38]=[C:37](SC)[N:36]=3)[C:10]=2[CH:11]=[C:12]2[C:25]=1[N:24]1[CH2:26][C@@H:27]([CH3:31])[O:28][C@@H:29]([CH3:30])[C@@H:23]1[C:14]1([C:19](=[O:20])[NH:18][C:17](=[O:21])[NH:16][C:15]1=[O:22])[CH2:13]2.[CH2:43]1COCC1.O. Product: [F:7][C:8]1[C:9]2[O:34][N:33]=[C:32]([C:35]3[CH:40]=[CH:39][N:38]=[C:37]([S:3]([CH3:43])(=[O:5])=[O:2])[N:36]=3)[C:10]=2[CH:11]=[C:12]2[C:25]=1[N:24]1[CH2:26][C@@H:27]([CH3:31])[O:28][C@@H:29]([CH3:30])[C@@H:23]1[C:14]1([C:15](=[O:22])[NH:16][C:17](=[O:21])[NH:18][C:19]1=[O:20])[CH2:13]2. The catalyst class is: 100. (8) Reactant: C(N(C(C)C)CC)(C)C.C(OC([N:17]1[CH2:21][CH2:20][CH2:19][C@H:18]1[C:22]([NH:24][CH2:25][C:26]([OH:28])=O)=[O:23])=O)(C)(C)C.F[P-](F)(F)(F)(F)F.N1(OC(N(C)C)=[N+](C)C)C2N=CC=CC=2N=N1.[F:53][CH:54]([F:82])[C:55]1[N:59]([C:60]2[N:65]=[C:64]([C:66]3[CH2:67][CH2:68][NH:69][CH2:70][CH:71]=3)[CH:63]=[C:62]([N:72]3[CH2:77][CH2:76][O:75][CH2:74][CH2:73]3)[N:61]=2)[C:58]2[CH:78]=[CH:79][CH:80]=[CH:81][C:57]=2[N:56]=1. Product: [F:82][CH:54]([F:53])[C:55]1[N:59]([C:60]2[N:65]=[C:64]([C:66]3[CH2:67][CH2:68][N:69]([C:26](=[O:28])[CH2:25][NH:24][C:22]([C@@H:18]4[CH2:19][CH2:20][CH2:21][NH:17]4)=[O:23])[CH2:70][CH:71]=3)[CH:63]=[C:62]([N:72]3[CH2:73][CH2:74][O:75][CH2:76][CH2:77]3)[N:61]=2)[C:58]2[CH:78]=[CH:79][CH:80]=[CH:81][C:57]=2[N:56]=1. The catalyst class is: 44.